Dataset: Full USPTO retrosynthesis dataset with 1.9M reactions from patents (1976-2016). Task: Predict the reactants needed to synthesize the given product. (1) Given the product [OH:9][CH2:8][CH2:7][O:6][CH2:5][CH2:4][C:2]([CH3:3])([OH:16])[CH3:1], predict the reactants needed to synthesize it. The reactants are: [CH3:1][C:2]([OH:16])([CH2:4][CH2:5][O:6][CH2:7][CH2:8][O:9]C1CCCCO1)[CH3:3].Cl.C(OCC)(=O)C. (2) Given the product [SH:8][C:9]1([CH2:19][CH2:20][O:21][C:4]([CH2:3][CH2:2][C:1]([OH:6])=[O:7])=[O:5])[CH:16]2[CH2:17][CH:12]3[CH2:13][CH:14]([CH2:18][CH:10]1[CH2:11]3)[CH2:15]2, predict the reactants needed to synthesize it. The reactants are: [C:1]1(=[O:7])[O:6][C:4](=[O:5])[CH2:3][CH2:2]1.[SH:8][C:9]1([CH2:19][CH2:20][OH:21])[CH:16]2[CH2:17][CH:12]3[CH2:13][CH:14]([CH2:18][CH:10]1[CH2:11]3)[CH2:15]2. (3) Given the product [N:10]1[N:11]([C:2]2[CH:7]=[CH:6][CH:5]=[CH:4][C:3]=2[CH2:8][OH:9])[N:12]=[CH:13][CH:14]=1, predict the reactants needed to synthesize it. The reactants are: I[C:2]1[CH:7]=[CH:6][CH:5]=[CH:4][C:3]=1[CH2:8][OH:9].[NH:10]1[CH:14]=[CH:13][N:12]=[N:11]1.C([O-])([O-])=O.[Cs+].[Cs+].